From a dataset of Catalyst prediction with 721,799 reactions and 888 catalyst types from USPTO. Predict which catalyst facilitates the given reaction. (1) Reactant: [Cl:1][C:2]1[CH:7]=[CH:6][C:5]([C@@:8]2([OH:44])[CH2:13][CH2:12][N:11](C(OC(C)(C)C)=O)[CH2:10][C@@H:9]2[C:21]([N:23]([CH:41]2[CH2:43][CH2:42]2)[CH2:24][C:25]2[CH:30]=[C:29]([CH2:31][CH2:32][CH2:33][O:34][CH3:35])[CH:28]=[C:27]([O:36][CH2:37][CH2:38][O:39][CH3:40])[CH:26]=2)=[O:22])=[CH:4][C:3]=1[C:45]([F:48])([F:47])[F:46].Cl. Product: [Cl:1][C:2]1[CH:7]=[CH:6][C:5]([C:8]2([OH:44])[CH2:13][CH2:12][NH:11][CH2:10][CH:9]2[C:21]([N:23]([CH:41]2[CH2:42][CH2:43]2)[CH2:24][C:25]2[CH:30]=[C:29]([CH2:31][CH2:32][CH2:33][O:34][CH3:35])[CH:28]=[C:27]([O:36][CH2:37][CH2:38][O:39][CH3:40])[CH:26]=2)=[O:22])=[CH:4][C:3]=1[C:45]([F:48])([F:46])[F:47]. The catalyst class is: 2. (2) Reactant: Br[C:2]1[CH:3]=[C:4]([NH:9][S:10]([C:13]2[CH:18]=[CH:17][C:16]([C:19]([OH:22])([CH3:21])[CH3:20])=[CH:15][CH:14]=2)(=[O:12])=[O:11])[C:5]([Cl:8])=[N:6][CH:7]=1.CC1(C)C(C)(C)OB([C:31]2[CH:32]=[CH:33][C:34]3[N:35]([CH:37]=[C:38]([NH:40][C:41](=[O:43])[CH3:42])[N:39]=3)[N:36]=2)O1.C(=O)([O-])[O-].[Na+].[Na+]. Product: [Cl:8][C:5]1[N:6]=[CH:7][C:2]([C:31]2[CH:32]=[CH:33][C:34]3[N:35]([CH:37]=[C:38]([NH:40][C:41](=[O:43])[CH3:42])[N:39]=3)[N:36]=2)=[CH:3][C:4]=1[NH:9][S:10]([C:13]1[CH:18]=[CH:17][C:16]([C:19]([OH:22])([CH3:21])[CH3:20])=[CH:15][CH:14]=1)(=[O:12])=[O:11]. The catalyst class is: 294. (3) Reactant: C(N(CC)CC)C.[Br:8][C:9]1[C:14]([CH2:15][NH:16][C:17]2[C:18]3[CH2:29][N:28]([CH2:30][C:31]4[CH:36]=[CH:35][C:34]([CH2:37][N:38]5[CH:43]=[CH:42][CH:41]=[CH:40][C:39]5=[O:44])=[CH:33][CH:32]=4)[CH2:27][C:19]=3[N:20](C(OCC)=O)[N:21]=2)=[C:13]([F:45])[C:12]([O:46][CH3:47])=[CH:11][CH:10]=1. Product: [Br:8][C:9]1[C:14]([CH2:15][NH:16][C:17]2[C:18]3[CH2:29][N:28]([CH2:30][C:31]4[CH:32]=[CH:33][C:34]([CH2:37][N:38]5[CH:43]=[CH:42][CH:41]=[CH:40][C:39]5=[O:44])=[CH:35][CH:36]=4)[CH2:27][C:19]=3[NH:20][N:21]=2)=[C:13]([F:45])[C:12]([O:46][CH3:47])=[CH:11][CH:10]=1. The catalyst class is: 5. (4) Reactant: [C:1](O)([CH3:4])([CH3:3])[CH3:2].Cl[S:7]([N:10]=C=O)(=[O:9])=[O:8].[CH2:13]([O:15][C:16](=[O:28])[CH2:17][NH:18][C:19]1[CH:24]=[CH:23][CH:22]=[C:21]([N+:25]([O-:27])=[O:26])[CH:20]=1)[CH3:14].C(N(CC)CC)C. Product: [CH2:13]([O:15][C:16](=[O:28])[CH2:17][N:18]([C:19]1[CH:24]=[CH:23][CH:22]=[C:21]([N+:25]([O-:27])=[O:26])[CH:20]=1)[S:7]([NH:10][C:1]([CH3:4])([CH3:3])[CH3:2])(=[O:9])=[O:8])[CH3:14]. The catalyst class is: 2.